From a dataset of Catalyst prediction with 721,799 reactions and 888 catalyst types from USPTO. Predict which catalyst facilitates the given reaction. Reactant: [Br:1][C:2]1[CH:7]=[C:6]([F:8])[CH:5]=[C:4](F)[CH:3]=1.[F:10][C:11]([F:15])([F:14])[CH2:12][OH:13].CC(C)([O-])C.[K+]. Product: [Br:1][C:2]1[CH:3]=[C:4]([O:13][CH2:12][C:11]([F:15])([F:14])[F:10])[CH:5]=[C:6]([F:8])[CH:7]=1. The catalyst class is: 16.